Dataset: Forward reaction prediction with 1.9M reactions from USPTO patents (1976-2016). Task: Predict the product of the given reaction. Given the reactants [O:1]1[C:5]2[CH:6]=[CH:7][CH:8]=[CH:9][C:4]=2[CH:3]=[C:2]1[C:10]([NH:12][C:13]1([C:19]([NH:21][CH:22]2[CH2:27][CH2:26][N:25]([C:28]3[CH:33]=[CH:32][CH:31]=[CH:30][C:29]=3[N:34]3[CH:38]=[N:37][N:36]=[N:35]3)[CH2:24][CH:23]2[OH:39])=[O:20])[CH2:18][CH2:17][CH2:16][CH2:15][CH2:14]1)=[O:11].C(N(CC)CC)C, predict the reaction product. The product is: [O:1]1[C:5]2[CH:6]=[CH:7][CH:8]=[CH:9][C:4]=2[CH:3]=[C:2]1[C:10]([NH:12][C:13]1([C:19]([NH:21][CH:22]2[CH2:27][CH2:26][N:25]([C:28]3[CH:33]=[CH:32][CH:31]=[CH:30][C:29]=3[N:34]3[CH:38]=[N:37][N:36]=[N:35]3)[CH2:24][C:23]2=[O:39])=[O:20])[CH2:14][CH2:15][CH2:16][CH2:17][CH2:18]1)=[O:11].